Task: Predict the product of the given reaction.. Dataset: Forward reaction prediction with 1.9M reactions from USPTO patents (1976-2016) (1) Given the reactants [C:1]12([NH:6][C:7]([C:9]3[CH:10]=[C:11]([C:16]4[CH:17]=[C:18]5[C:25]([C:26]([NH:28][CH3:29])=[O:27])=[C:24]([C:30]6[CH:35]=[CH:34][C:33]([F:36])=[CH:32][CH:31]=6)[O:23][C:19]5=[N:20][C:21]=4Cl)[CH:12]=[CH:13][C:14]=3[F:15])=[O:8])[CH2:5][CH:3]([CH2:4]1)[CH2:2]2.[O-]P([O-])([O-])=O.[K+].[K+].[K+].[CH:45]1(P(C2CCCCC2)C2C(C3C(OC)=CC=CC=3OC)=CC(S([O-])(=O)=O)=CC=2)[CH2:50]CCC[CH2:46]1.[Na+].CN1CC(=O)OB(/C=C/C)OC(=O)C1, predict the reaction product. The product is: [C:1]12([NH:6][C:7]([C:9]3[CH:10]=[C:11]([C:16]4[CH:17]=[C:18]5[C:25]([C:26]([NH:28][CH3:29])=[O:27])=[C:24]([C:30]6[CH:35]=[CH:34][C:33]([F:36])=[CH:32][CH:31]=6)[O:23][C:19]5=[N:20][C:21]=4/[CH:46]=[CH:45]/[CH3:50])[CH:12]=[CH:13][C:14]=3[F:15])=[O:8])[CH2:5][CH:3]([CH2:4]1)[CH2:2]2. (2) Given the reactants [K+].[NH2:2][C:3]1[C:7]([C:8](=[O:10])[NH2:9])=[N:6][N:5]([C:11]2[CH:16]=[CH:15][CH:14]=[C:13]([Cl:17])[C:12]=2[F:18])[C:4]=1C([O-])=O, predict the reaction product. The product is: [NH2:2][C:3]1[C:7]([C:8]([NH2:9])=[O:10])=[N:6][N:5]([C:11]2[CH:16]=[CH:15][CH:14]=[C:13]([Cl:17])[C:12]=2[F:18])[CH:4]=1. (3) Given the reactants N.C([N:9]1[C:22]2[C:17](=[CH:18][CH:19]=[CH:20][CH:21]=2)[C:11]2([CH2:16][CH2:15][NH:14][CH2:13][CH2:12]2)[C:10]1=[O:23])C1C=CC=CC=1.CCO, predict the reaction product. The product is: [NH:14]1[CH2:15][CH2:16][C:11]2([C:17]3[C:22](=[CH:21][CH:20]=[CH:19][CH:18]=3)[NH:9][C:10]2=[O:23])[CH2:12][CH2:13]1. (4) Given the reactants [C:1]1([CH:7]([C:30]2[CH:35]=[CH:34][CH:33]=[CH:32][CH:31]=2)[CH2:8][CH2:9][N:10]([CH2:22][CH2:23][N:24]2[CH2:29][CH2:28][O:27][CH2:26][CH2:25]2)[C:11]([NH:13][C:14]2[CH:19]=[CH:18][CH:17]=[C:16]([CH2:20][OH:21])[CH:15]=2)=[O:12])[CH:6]=[CH:5][CH:4]=[CH:3][CH:2]=1.[H-].[Na+].[CH3:38]I.O, predict the reaction product. The product is: [C:1]1([CH:7]([C:30]2[CH:31]=[CH:32][CH:33]=[CH:34][CH:35]=2)[CH2:8][CH2:9][N:10]([CH2:22][CH2:23][N:24]2[CH2:29][CH2:28][O:27][CH2:26][CH2:25]2)[C:11]([NH:13][C:14]2[CH:19]=[CH:18][CH:17]=[C:16]([CH2:20][O:21][CH3:38])[CH:15]=2)=[O:12])[CH:6]=[CH:5][CH:4]=[CH:3][CH:2]=1. (5) Given the reactants C[O:2][C:3](=[O:38])[C:4]([NH:29][C:30](=[O:37])[C:31]1[CH:36]=[CH:35][CH:34]=[CH:33][CH:32]=1)([NH:7][C:8]([C:10]1[C:11]([CH3:28])=[N:12][C:13]([NH:17][CH2:18][CH2:19][CH2:20][C:21]2[CH:26]=[CH:25][CH:24]=[C:23]([OH:27])[CH:22]=2)=[N:14][C:15]=1[CH3:16])=[O:9])[CH2:5][OH:6].O.[OH-].[Li+].S([O-])(O)(=O)=O.[K+], predict the reaction product. The product is: [OH:6][CH2:5][C:4]([NH:29][C:30](=[O:37])[C:31]1[CH:36]=[CH:35][CH:34]=[CH:33][CH:32]=1)([NH:7][C:8]([C:10]1[C:11]([CH3:28])=[N:12][C:13]([NH:17][CH2:18][CH2:19][CH2:20][C:21]2[CH:26]=[CH:25][CH:24]=[C:23]([OH:27])[CH:22]=2)=[N:14][C:15]=1[CH3:16])=[O:9])[C:3]([OH:38])=[O:2]. (6) Given the reactants Cl[C:2]1[N:7]=[C:6]([C:8]([OH:11])([CH3:10])[CH3:9])[CH:5]=[C:4]([N:12]2[CH2:17][CH2:16][O:15][CH2:14][C@@H:13]2[CH3:18])[N:3]=1.CC1(C)C(C)(C)OB([C:27]2[CH:33]=[CH:32][C:30]([NH2:31])=[CH:29][CH:28]=2)O1.C(=O)([O-])[O-].[Na+].[Na+], predict the reaction product. The product is: [NH2:31][C:30]1[CH:32]=[CH:33][C:27]([C:2]2[N:7]=[C:6]([C:8]([OH:11])([CH3:10])[CH3:9])[CH:5]=[C:4]([N:12]3[CH2:17][CH2:16][O:15][CH2:14][C@@H:13]3[CH3:18])[N:3]=2)=[CH:28][CH:29]=1. (7) Given the reactants [C:1]1([C:7]2([C:10]([C:12]3[CH:22]=[CH:21][CH:20]=[CH:19][C:13]=3[C:14](OCC)=[O:15])=O)[CH2:9][CH2:8]2)[CH:6]=[CH:5][CH:4]=[CH:3][CH:2]=1.O.[NH2:24][NH2:25], predict the reaction product. The product is: [C:1]1([C:7]2([C:10]3[C:12]4[C:13](=[CH:19][CH:20]=[CH:21][CH:22]=4)[C:14](=[O:15])[NH:25][N:24]=3)[CH2:9][CH2:8]2)[CH:6]=[CH:5][CH:4]=[CH:3][CH:2]=1. (8) Given the reactants [CH3:1][O:2][C:3]1[CH:4]=[CH:5][C:6]2[N:11]=[CH:10][C:9](=[O:12])[N:8]([C:13]3[CH:14]=[N:15][C:16]4[CH2:17][CH:18]([NH:23]C(=O)OC(C)(C)C)[CH2:19][CH2:20][C:21]=4[CH:22]=3)[C:7]=2[N:31]=1.C(O)(C(F)(F)F)=O, predict the reaction product. The product is: [NH2:23][CH:18]1[CH2:17][C:16]2[N:15]=[CH:14][C:13]([N:8]3[C:9](=[O:12])[CH:10]=[N:11][C:6]4[CH:5]=[CH:4][C:3]([O:2][CH3:1])=[N:31][C:7]3=4)=[CH:22][C:21]=2[CH2:20][CH2:19]1. (9) Given the reactants [Br:1][C:2]1[CH:20]=[CH:19][C:5]2[N:6]([C:9]3[S:13][C:12]([C:14]([O:16][CH3:17])=[O:15])=[C:11]([OH:18])[CH:10]=3)[CH:7]=[N:8][C:4]=2[CH:3]=1.[Cl:21][C:22]1[C:27]([O:28][Si:29]([C:32]([CH3:35])([CH3:34])[CH3:33])([CH3:31])[CH3:30])=[CH:26][CH:25]=[CH:24][C:23]=1[C@@H:36](O)[CH3:37].ClC1C(O)=CC=CC=1[C@H](OC1C=C(N2C3C=CC(C4C=NN(C)C=4)=CC=3N=C2)SC=1C(OC)=O)C, predict the reaction product. The product is: [Br:1][C:2]1[CH:20]=[CH:19][C:5]2[N:6]([C:9]3[S:13][C:12]([C:14]([O:16][CH3:17])=[O:15])=[C:11]([O:18][C@@H:36]([C:23]4[CH:24]=[CH:25][CH:26]=[C:27]([O:28][Si:29]([C:32]([CH3:35])([CH3:34])[CH3:33])([CH3:31])[CH3:30])[C:22]=4[Cl:21])[CH3:37])[CH:10]=3)[CH:7]=[N:8][C:4]=2[CH:3]=1. (10) Given the reactants [CH3:1][O:2][C:3]1[CH:8]=[CH:7][C:6]([C:9]2[S:13][C:12]([S:14]([NH:17][C@H:18]([CH:22]3[CH2:27][CH2:26][NH:25][CH2:24][CH2:23]3)[C:19]([OH:21])=[O:20])(=[O:16])=[O:15])=[CH:11][CH:10]=2)=[CH:5][CH:4]=1.C[Si](C([Si](C)(C)C)C(N)=O)(C)C.[Cl:40][CH2:41][C:42](Cl)=[O:43], predict the reaction product. The product is: [Cl:40][CH2:41][C:42]([N:25]1[CH2:26][CH2:27][CH:22]([C@@H:18]([NH:17][S:14]([C:12]2[S:13][C:9]([C:6]3[CH:5]=[CH:4][C:3]([O:2][CH3:1])=[CH:8][CH:7]=3)=[CH:10][CH:11]=2)(=[O:15])=[O:16])[C:19]([OH:21])=[O:20])[CH2:23][CH2:24]1)=[O:43].